The task is: Regression/Classification. Given a drug SMILES string, predict its absorption, distribution, metabolism, or excretion properties. Task type varies by dataset: regression for continuous measurements (e.g., permeability, clearance, half-life) or binary classification for categorical outcomes (e.g., BBB penetration, CYP inhibition). Dataset: hia_hou.. This data is from Human intestinal absorption (HIA) binary classification data from Hou et al.. The drug is CCC(=O)C(=O)c1ccc(OCC(=O)O)c(Cl)c1Cl. The result is 1 (good absorption).